Dataset: Catalyst prediction with 721,799 reactions and 888 catalyst types from USPTO. Task: Predict which catalyst facilitates the given reaction. (1) Reactant: C1([O:7][C:8](=O)[NH:9][CH2:10][C:11]#[C:12][C:13]2[CH:14]=[C:15]3[C:20](=[CH:21][CH:22]=2)[N:19]=[CH:18][N:17]=[C:16]3[NH:23][C:24]2[CH:29]=[CH:28][C:27]([O:30][C:31]3[CH:32]=[N:33][C:34]([CH3:37])=[CH:35][CH:36]=3)=[C:26]([Cl:38])[CH:25]=2)C=CC=CC=1.[CH3:40][NH2:41]. Product: [Cl:38][C:26]1[CH:25]=[C:24]([NH:23][C:16]2[C:15]3[C:20](=[CH:21][CH:22]=[C:13]([C:12]#[C:11][CH2:10][NH:9][C:8]([NH:41][CH3:40])=[O:7])[CH:14]=3)[N:19]=[CH:18][N:17]=2)[CH:29]=[CH:28][C:27]=1[O:30][C:31]1[CH:32]=[N:33][C:34]([CH3:37])=[CH:35][CH:36]=1. The catalyst class is: 16. (2) Reactant: [CH2:1]=[CH:2][C:3]1[CH:8]=[CH:7][CH:6]=[CH:5][CH:4]=1.C(=O)(O)[O-].[Na+].[Cl:14][CH2:15][C:16](=[O:21])[C:17](Cl)=[N:18][OH:19]. Product: [Cl:14][CH2:15][C:16]([C:17]1[CH2:1][CH:2]([C:3]2[CH:8]=[CH:7][CH:6]=[CH:5][CH:4]=2)[O:19][N:18]=1)=[O:21]. The catalyst class is: 10. (3) Reactant: Cl[C:2]1[CH:7]=[N:6][CH:5]=[C:4]([Cl:8])[N:3]=1.[OH:9][C:10]1[CH:15]=[CH:14][CH:13]=[CH:12][C:11]=1B(O)O.C(=O)([O-])[O-].[Na+].[Na+]. Product: [Cl:8][C:4]1[N:3]=[C:2]([C:11]2[CH:12]=[CH:13][CH:14]=[CH:15][C:10]=2[OH:9])[CH:7]=[N:6][CH:5]=1. The catalyst class is: 10. (4) Reactant: [C:1]([C:5]1[CH:14]=[C:13]2[C:8]([C:9](=[O:15])[CH2:10][CH2:11][O:12]2)=[CH:7][CH:6]=1)([CH3:4])([CH3:3])[CH3:2].CS(O)(=O)=O.[N-:21]=[N+]=[N-].[Na+].[OH-].[Na+]. Product: [C:1]([C:5]1[CH:6]=[CH:7][C:8]2[C:9](=[O:15])[NH:21][CH2:10][CH2:11][O:12][C:13]=2[CH:14]=1)([CH3:4])([CH3:3])[CH3:2]. The catalyst class is: 2. (5) Reactant: [OH-].[Na+].C[O:4][C:5]([C:7]1[C:18](=[O:19])[NH:17][C:10]2[N:11]=[C:12]([O:15][CH3:16])[N:13]=[CH:14][C:9]=2[CH:8]=1)=[O:6].Cl. Product: [CH3:16][O:15][C:12]1[N:13]=[CH:14][C:9]2[CH:8]=[C:7]([C:5]([OH:6])=[O:4])[C:18](=[O:19])[NH:17][C:10]=2[N:11]=1. The catalyst class is: 24. (6) Reactant: Cl.[CH:2]1([O:7][C:8]2[CH:9]=[C:10]([C:18]3([C:24]#[N:25])[CH2:23][CH2:22][NH:21][CH2:20][CH2:19]3)[CH:11]=[CH:12][C:13]=2[O:14][CH:15]([F:17])[F:16])[CH2:6][CH2:5][CH2:4][CH2:3]1.C(=O)([O-])[O-].[K+].[K+].Br[CH2:33][C:34]([O:36][CH2:37][CH3:38])=[O:35].O. Product: [CH2:37]([O:36][C:34](=[O:35])[CH2:33][N:21]1[CH2:20][CH2:19][C:18]([C:10]2[CH:11]=[CH:12][C:13]([O:14][CH:15]([F:17])[F:16])=[C:8]([O:7][CH:2]3[CH2:3][CH2:4][CH2:5][CH2:6]3)[CH:9]=2)([C:24]#[N:25])[CH2:23][CH2:22]1)[CH3:38]. The catalyst class is: 9. (7) Reactant: [CH3:1][O:2][C:3]1[CH:27]=[CH:26][C:6]([CH2:7][C:8]2[N:12]3[C:13](=[O:25])[C:14]4[NH:15][CH:16]=[N:17][C:18]=4[N:19]([CH2:20][CH2:21][CH2:22][CH2:23][CH3:24])[C:11]3=[N:10][N:9]=2)=[CH:5][CH:4]=1.[Br:28]N1C(=O)CCC1=O. Product: [Br:28][C:16]1[NH:15][C:14]2[C:13](=[O:25])[N:12]3[C:8]([CH2:7][C:6]4[CH:5]=[CH:4][C:3]([O:2][CH3:1])=[CH:27][CH:26]=4)=[N:9][N:10]=[C:11]3[N:19]([CH2:20][CH2:21][CH2:22][CH2:23][CH3:24])[C:18]=2[N:17]=1. The catalyst class is: 1.